From a dataset of Full USPTO retrosynthesis dataset with 1.9M reactions from patents (1976-2016). Predict the reactants needed to synthesize the given product. (1) Given the product [CH3:1][O:2][C:3](=[O:14])[C:4]1[CH:9]=[CH:8][C:7]([NH:24][CH2:25][CH2:26][OH:27])=[C:6]([N+:11]([O-:13])=[O:12])[CH:5]=1, predict the reactants needed to synthesize it. The reactants are: [CH3:1][O:2][C:3](=[O:14])[C:4]1[CH:9]=[CH:8][C:7](F)=[C:6]([N+:11]([O-:13])=[O:12])[CH:5]=1.CCN(C(C)C)C(C)C.[NH2:24][CH2:25][CH2:26][OH:27]. (2) Given the product [F:19][C:18]([F:21])([F:20])[C:17]1[N:1]([C:3]2[CH:4]=[CH:5][C:6]([C:7]([OH:9])=[O:8])=[CH:10][CH:11]=2)[N:2]=[CH:15][CH:16]=1, predict the reactants needed to synthesize it. The reactants are: [NH:1]([C:3]1[CH:11]=[CH:10][C:6]([C:7]([OH:9])=[O:8])=[CH:5][CH:4]=1)[NH2:2].C(O[CH:15]=[CH:16][C:17](=O)[C:18]([F:21])([F:20])[F:19])C.O=P12OP3(OP(OP(O3)(O1)=O)(=O)O2)=O.[OH-].[Na+]. (3) Given the product [CH2:1]([O:3][C:4](=[O:17])[C:5]([CH3:7])([O:8][C:9]1[CH:10]=[CH:11][C:12]([CH2:15][NH:16][C:26]([C:25]2[C:20]([C:19]([F:40])([F:18])[F:39])=[N:21][C:22]([C:29]3[CH:30]=[CH:31][C:32]([C:35]([F:37])([F:38])[F:36])=[CH:33][CH:34]=3)=[N:23][CH:24]=2)=[O:27])=[CH:13][CH:14]=1)[CH3:6])[CH3:2], predict the reactants needed to synthesize it. The reactants are: [CH2:1]([O:3][C:4](=[O:17])[C:5]([O:8][C:9]1[CH:14]=[CH:13][C:12]([CH2:15][NH2:16])=[CH:11][CH:10]=1)([CH3:7])[CH3:6])[CH3:2].[F:18][C:19]([F:40])([F:39])[C:20]1[C:25]([C:26](O)=[O:27])=[CH:24][N:23]=[C:22]([C:29]2[CH:34]=[CH:33][C:32]([C:35]([F:38])([F:37])[F:36])=[CH:31][CH:30]=2)[N:21]=1.C(OC(C1C(C(F)(F)F)=NC(C2C=CC(C(F)(F)F)=CC=2)=NC=1)=O)C. (4) Given the product [CH2:1]([O:3][C:4]([C:6]1[C:15](=[O:16])[N:14]2[C:9]([C:10]([CH3:35])=[C:11]([N:18]3[CH2:22][CH2:21][C@H:20]([O:23][NH2:24])[CH2:19]3)[C:12]([F:17])=[CH:13]2)=[C:8]([CH:36]2[CH2:37][CH2:38]2)[CH:7]=1)=[O:5])[CH3:2], predict the reactants needed to synthesize it. The reactants are: [CH2:1]([O:3][C:4]([C:6]1[C:15](=[O:16])[N:14]2[C:9]([C:10]([CH3:35])=[C:11]([N:18]3[CH2:22][CH2:21][C@H:20]([O:23][N:24]4C(=O)C5C(=CC=CC=5)C4=O)[CH2:19]3)[C:12]([F:17])=[CH:13]2)=[C:8]([CH:36]2[CH2:38][CH2:37]2)[CH:7]=1)=[O:5])[CH3:2].O.NN. (5) The reactants are: [C:1]([C:4]1[C:22](=[O:23])[C@@:8]2([CH3:24])[C:9]3[C:15]([OH:16])=[CH:14][C:13]([O:17][CH3:18])=[C:12]([C:19]([NH2:21])=[O:20])[C:10]=3[O:11][C:7]2=[CH:6][C:5]=1[OH:25])(=[O:3])[CH3:2].[CH3:26][C:27]1[CH:34]=[C:33]([F:35])[CH:32]=[C:31]([CH3:36])[C:28]=1[CH:29]=O.C([SiH](CC)CC)C.FC(F)(F)C(O)=O. Given the product [C:1]([C:4]1[C:22](=[O:23])[C@@:8]2([CH3:24])[C:9]3[C:15]([OH:16])=[CH:14][C:13]([O:17][CH3:18])=[C:12]([C:19]([NH:21][CH2:29][C:28]4[C:27]([CH3:26])=[CH:34][C:33]([F:35])=[CH:32][C:31]=4[CH3:36])=[O:20])[C:10]=3[O:11][C:7]2=[CH:6][C:5]=1[OH:25])(=[O:3])[CH3:2], predict the reactants needed to synthesize it.